This data is from Merck oncology drug combination screen with 23,052 pairs across 39 cell lines. The task is: Regression. Given two drug SMILES strings and cell line genomic features, predict the synergy score measuring deviation from expected non-interaction effect. (1) Drug 1: O=S1(=O)NC2(CN1CC(F)(F)F)C1CCC2Cc2cc(C=CCN3CCC(C(F)(F)F)CC3)ccc2C1. Drug 2: CC(=O)OC1C(=O)C2(C)C(O)CC3OCC3(OC(C)=O)C2C(OC(=O)c2ccccc2)C2(O)CC(OC(=O)C(O)C(NC(=O)c3ccccc3)c3ccccc3)C(C)=C1C2(C)C. Cell line: MSTO. Synergy scores: synergy=-8.41. (2) Drug 1: Cc1nc(Nc2ncc(C(=O)Nc3c(C)cccc3Cl)s2)cc(N2CCN(CCO)CC2)n1. Drug 2: Cn1cc(-c2cnn3c(N)c(Br)c(C4CCCNC4)nc23)cn1. Cell line: NCIH23. Synergy scores: synergy=58.5. (3) Drug 1: COc1cccc2c1C(=O)c1c(O)c3c(c(O)c1C2=O)CC(O)(C(=O)CO)CC3OC1CC(N)C(O)C(C)O1. Drug 2: CCN(CC)CCNC(=O)c1c(C)[nH]c(C=C2C(=O)Nc3ccc(F)cc32)c1C. Cell line: NCIH520. Synergy scores: synergy=-10.7.